This data is from Reaction yield outcomes from USPTO patents with 853,638 reactions. The task is: Predict the reaction yield, written as a fraction of the theoretical maximum amount of product (1.0 means a 100% yield; for example, 0.34 means a 34% yield). (1) The reactants are [NH2:1][C:2]1[C:7]([F:8])=[C:6](Cl)[N:5]=[C:4]([C:10]([O:12][CH3:13])=[O:11])[C:3]=1[O:14][CH3:15].[F:16][C:17]1[CH:22]=[C:21](B2OC(C)(C)C(C)(C)O2)[CH:20]=[CH:19][C:18]=1[Si:32]([CH3:35])([CH3:34])[CH3:33].[F-].[K+].CC#N. The catalyst is C(Cl)Cl.O.Cl[Pd](Cl)([P](C1C=CC=CC=1)(C1C=CC=CC=1)C1C=CC=CC=1)[P](C1C=CC=CC=1)(C1C=CC=CC=1)C1C=CC=CC=1. The product is [NH2:1][C:2]1[C:7]([F:8])=[C:6]([C:21]2[CH:20]=[CH:19][C:18]([Si:32]([CH3:34])([CH3:33])[CH3:35])=[C:17]([F:16])[CH:22]=2)[N:5]=[C:4]([C:10]([O:12][CH3:13])=[O:11])[C:3]=1[O:14][CH3:15]. The yield is 0.530. (2) The reactants are [Br:1][C:2]1[C:3]([O:13][C:14]2[CH:19]=[CH:18][CH:17]=[CH:16][CH:15]=2)=[C:4]2[C:9](=[CH:10][CH:11]=1)[NH:8][CH:7]([CH3:12])[CH2:6][CH2:5]2.N1C=CC=CC=1.[C:26](Cl)(=[O:28])[CH3:27]. The catalyst is ClCCl. The product is [Br:1][C:2]1[C:3]([O:13][C:14]2[CH:19]=[CH:18][CH:17]=[CH:16][CH:15]=2)=[C:4]2[C:9](=[CH:10][CH:11]=1)[N:8]([C:26](=[O:28])[CH3:27])[CH:7]([CH3:12])[CH2:6][CH2:5]2. The yield is 0.960. (3) The reactants are [F:1][C:2]1[CH:7]=[CH:6][C:5]([C:8]2[C:9]([C:36]3[CH:41]=[CH:40][CH:39]=[CH:38][CH:37]=3)=[C:10]([C:18]([NH:20][CH2:21][C:22]3[CH:35]=[CH:34][C:25]([CH2:26][O:27][C:28](=[O:33])[C:29]([CH3:32])([CH3:31])[CH3:30])=[CH:24][CH:23]=3)=[O:19])[N:11]([CH:15]([CH3:17])[CH3:16])[C:12]=2[CH:13]=[O:14])=[CH:4][CH:3]=1.[BH4-].[Na+]. The catalyst is C1COCC1.CO. The product is [F:1][C:2]1[CH:7]=[CH:6][C:5]([C:8]2[C:9]([C:36]3[CH:37]=[CH:38][CH:39]=[CH:40][CH:41]=3)=[C:10]([C:18]([NH:20][CH2:21][C:22]3[CH:23]=[CH:24][C:25]([CH2:26][O:27][C:28](=[O:33])[C:29]([CH3:30])([CH3:31])[CH3:32])=[CH:34][CH:35]=3)=[O:19])[N:11]([CH:15]([CH3:17])[CH3:16])[C:12]=2[CH2:13][OH:14])=[CH:4][CH:3]=1. The yield is 0.940.